Dataset: Full USPTO retrosynthesis dataset with 1.9M reactions from patents (1976-2016). Task: Predict the reactants needed to synthesize the given product. (1) Given the product [CH:36]([C:35]1[CH:34]([C:38]([F:41])([F:40])[F:39])[N:33]([C:5]2[CH:4]=[C:3]([C:2]([F:15])([F:14])[F:1])[CH:8]=[C:7]([C:9]([F:12])([F:11])[F:10])[CH:6]=2)[N:28]([CH3:30])[C:26]=1[CH3:25])=[CH2:37], predict the reactants needed to synthesize it. The reactants are: [F:1][C:2]([F:15])([F:14])[C:3]1[CH:4]=[C:5](Br)[CH:6]=[C:7]([C:9]([F:12])([F:11])[F:10])[CH:8]=1.C1(N(C)C)CCCCC1.[CH3:25][C:26]([N:28]([CH3:30])C)=O.CN1[C:36]([CH3:37])=[CH:35][C:34]([C:38]([F:41])([F:40])[F:39])=[N:33]1. (2) Given the product [NH2:24][C:21]1[CH:22]=[CH:23][C:18]([C:15]2[S:16][CH:17]=[C:13]([NH:12][C:11]([NH:10][C:8]3[CH:7]=[CH:6][CH:5]=[C:4]([CH2:1][CH2:2][CH3:3])[N:9]=3)=[O:32])[N:14]=2)=[CH:19][CH:20]=1, predict the reactants needed to synthesize it. The reactants are: [CH2:1]([C:4]1[N:9]=[C:8]([NH:10][C:11](=[O:32])[NH:12][C:13]2[N:14]=[C:15]([C:18]3[CH:23]=[CH:22][C:21]([NH:24]C(=O)OC(C)(C)C)=[CH:20][CH:19]=3)[S:16][CH:17]=2)[CH:7]=[CH:6][CH:5]=1)[CH2:2][CH3:3].C1(SC)C=CC=CC=1.C(O)(C(F)(F)F)=O. (3) Given the product [NH2:5][C@@H:6]([CH2:7][C:8]([O:10][CH3:21])=[O:9])[C:11]([O:13][CH2:14][C:15]1[CH:20]=[CH:19][CH:18]=[CH:17][CH:16]=1)=[O:12], predict the reactants needed to synthesize it. The reactants are: O=S(Cl)Cl.[NH2:5][C@H:6]([C:11]([O:13][CH2:14][C:15]1[CH:20]=[CH:19][CH:18]=[CH:17][CH:16]=1)=[O:12])[CH2:7][C:8]([OH:10])=[O:9].[CH3:21]O. (4) Given the product [CH2:41]([O:40][C@H:21]1[C@H:22]([O:32][CH2:33][C:34]2[CH:39]=[CH:38][CH:37]=[CH:36][CH:35]=2)[C@@H:23]([O:24][CH2:25][C:26]2[CH:31]=[CH:30][CH:29]=[CH:28][CH:27]=2)[C@H:18]([C:15]2[CH:16]=[CH:17][C:2]([Cl:1])=[C:3]([CH2:4][C:5]3[CH:6]=[CH:7][C:8]([CH2:11][CH2:12][O:13][CH:65]([F:73])[F:64])=[CH:9][CH:10]=3)[CH:14]=2)[O:19][C@@H:20]1[CH2:48][O:49][CH2:50][C:51]1[CH:52]=[CH:53][CH:54]=[CH:55][CH:56]=1)[C:42]1[CH:43]=[CH:44][CH:45]=[CH:46][CH:47]=1, predict the reactants needed to synthesize it. The reactants are: [Cl:1][C:2]1[CH:17]=[CH:16][C:15]([C@H:18]2[C@H:23]([O:24][CH2:25][C:26]3[CH:31]=[CH:30][CH:29]=[CH:28][CH:27]=3)[C@@H:22]([O:32][CH2:33][C:34]3[CH:39]=[CH:38][CH:37]=[CH:36][CH:35]=3)[C@H:21]([O:40][CH2:41][C:42]3[CH:47]=[CH:46][CH:45]=[CH:44][CH:43]=3)[C@@H:20]([CH2:48][O:49][CH2:50][C:51]3[CH:56]=[CH:55][CH:54]=[CH:53][CH:52]=3)[O:19]2)=[CH:14][C:3]=1[CH2:4][C:5]1[CH:10]=[CH:9][C:8]([CH2:11][CH2:12][OH:13])=[CH:7][CH:6]=1.S([O-])([O-])(=O)=O.[Na+].[Na+].[F:64][C:65]([F:73])(S(F)(=O)=O)C(O)=O.O.